Dataset: Forward reaction prediction with 1.9M reactions from USPTO patents (1976-2016). Task: Predict the product of the given reaction. Given the reactants [OH:1][CH:2]1[C:10]2[C:5](=[CH:6][CH:7]=[CH:8][CH:9]=2)[C:4]2([C:14](=[O:15])[NH:13][C:12](=[O:16])[NH:11]2)[CH2:3]1, predict the reaction product. The product is: [C:4]12([C:14](=[O:15])[NH:13][C:12](=[O:16])[NH:11]1)[C:5]1[C:10](=[CH:9][CH:8]=[CH:7][CH:6]=1)[C:2](=[O:1])[CH2:3]2.